From a dataset of Forward reaction prediction with 1.9M reactions from USPTO patents (1976-2016). Predict the product of the given reaction. (1) The product is: [Cl:1][C:2]1[CH:7]=[C:6]([Cl:8])[CH:5]=[CH:4][C:3]=1[C:12]1[C:13]([O:17][CH3:18])=[CH:14][CH:15]=[CH:16][C:11]=1[F:10]. Given the reactants [Cl:1][C:2]1[CH:7]=[C:6]([Cl:8])[CH:5]=[CH:4][C:3]=1Br.[F:10][C:11]1[CH:16]=[CH:15][CH:14]=[C:13]([O:17][CH3:18])[C:12]=1B(O)O, predict the reaction product. (2) Given the reactants [Cl:1][C:2]1[CH:3]=[C:4]([C:9]([C:11]([F:14])([F:13])[F:12])=[CH2:10])[CH:5]=[C:6]([Cl:8])[CH:7]=1.Cl[C:16](=[N:27][OH:28])[C:17]1[CH:22]=[CH:21][C:20]([N+:23]([O-:25])=[O:24])=[C:19]([CH3:26])[CH:18]=1.C(=O)([O-])[OH:30].[K+].O, predict the reaction product. The product is: [CH:17]([O:30][CH:9]([CH3:10])[CH3:11])([CH3:22])[CH3:16].[Cl:1][C:2]1[CH:3]=[C:4]([C:9]2([C:11]([F:14])([F:12])[F:13])[O:28][N:27]=[C:16]([C:17]3[CH:22]=[CH:21][C:20]([N+:23]([O-:25])=[O:24])=[C:19]([CH3:26])[CH:18]=3)[CH2:10]2)[CH:5]=[C:6]([Cl:8])[CH:7]=1. (3) Given the reactants [CH3:1][C:2]1[N:3]=[C:4]([C:21]2[CH:26]=[CH:25][C:24]([C:27]([F:30])([F:29])[F:28])=[CH:23][CH:22]=2)[S:5][C:6]=1[CH2:7][NH:8][C:9]1[CH:14]=[CH:13][C:12]([C@@H:15]2[CH2:17][C@H:16]2[C:18]([OH:20])=O)=[CH:11][CH:10]=1.CN(C(ON1N=[N:46][C:41]2[CH:42]=CC=N[C:40]1=2)=[N+](C)C)C.F[P-](F)(F)(F)(F)F.C(N)(C)C, predict the reaction product. The product is: [CH:41]([NH:46][C:18]([CH:16]1[CH2:17][CH:15]1[C:12]1[CH:13]=[CH:14][C:9]([NH:8][CH2:7][C:6]2[S:5][C:4]([C:21]3[CH:22]=[CH:23][C:24]([C:27]([F:29])([F:30])[F:28])=[CH:25][CH:26]=3)=[N:3][C:2]=2[CH3:1])=[CH:10][CH:11]=1)=[O:20])([CH3:42])[CH3:40]. (4) Given the reactants C(OC(=O)[NH:7][C@H:8]([CH:11]([C:13]1[N:17]=[C:16]([CH2:18][CH3:19])[O:15][N:14]=1)[OH:12])[CH2:9][CH3:10])(C)(C)C.[F:21][C:22]([F:27])([F:26])[C:23]([OH:25])=[O:24], predict the reaction product. The product is: [F:21][C:22]([F:27])([F:26])[C:23]([OH:25])=[O:24].[NH2:7][CH:8]([CH2:9][CH3:10])[C@@H:11]([C:13]1[N:17]=[C:16]([CH2:18][CH3:19])[O:15][N:14]=1)[OH:12]. (5) The product is: [NH2:1][C:2]1[C:7]([O:8][CH2:20][CH2:19][N:17]([CH3:18])[C:10](=[O:11])[O:12][C:13]([CH3:15])([CH3:14])[CH3:16])=[C:6]([Cl:9])[N:5]=[CH:4][N:3]=1. Given the reactants [NH2:1][C:2]1[C:7]([OH:8])=[C:6]([Cl:9])[N:5]=[CH:4][N:3]=1.[C:10]([N:17]([CH2:19][CH2:20]O)[CH3:18])([O:12][C:13]([CH3:16])([CH3:15])[CH3:14])=[O:11].CC(OC(/N=N/C(OC(C)C)=O)=O)C, predict the reaction product. (6) Given the reactants [CH:1]([N:4]1[C:8]([C:9]2[S:10][C:11]3[CH2:12][CH2:13][O:14][C:15]4[CH:22]=[C:21](Br)[CH:20]=[CH:19][C:16]=4[C:17]=3[N:18]=2)=[N:7][CH:6]=[N:5]1)([CH3:3])[CH3:2].[F:24][C:25]1[C:30](B(O)O)=[CH:29][CH:28]=[CH:27][N:26]=1, predict the reaction product. The product is: [F:24][C:25]1[C:30]([C:21]2[CH:20]=[CH:19][C:16]3[C:17]4[N:18]=[C:9]([C:8]5[N:4]([CH:1]([CH3:3])[CH3:2])[N:5]=[CH:6][N:7]=5)[S:10][C:11]=4[CH2:12][CH2:13][O:14][C:15]=3[CH:22]=2)=[CH:29][CH:28]=[CH:27][N:26]=1.